From a dataset of Reaction yield outcomes from USPTO patents with 853,638 reactions. Predict the reaction yield, written as a fraction of the theoretical maximum amount of product (1.0 means a 100% yield; for example, 0.34 means a 34% yield). (1) The reactants are [CH:1]12[CH2:11][CH:6]3[CH2:7][CH:8]([CH2:10][CH:3]([NH:4][C:5]3=[O:12])[CH2:2]1)[CH2:9]2.C1OCCOCCOCCOCCOCCOC1.[H-].[Na+].[CH:33]1(Br)[CH2:37][CH2:36][CH2:35][CH2:34]1. The catalyst is C(Cl)Cl. The product is [CH:33]1([C:1]23[CH2:11][CH:6]4[CH2:7][CH:8]([CH2:10][CH:3]([NH:4][C:5]4=[O:12])[CH2:2]2)[CH2:9]3)[CH2:37][CH2:36][CH2:35][CH2:34]1. The yield is 1.07. (2) The reactants are Br[C:2]1[N:3]=[CH:4][N:5]([C:7]2[CH:12]=[CH:11][N:10]=[C:9]([N:13]3[CH2:18][CH2:17][O:16][CH2:15][CH2:14]3)[N:8]=2)[CH:6]=1.P([O-])([O-])([O-])=O.[K+].[K+].[K+].[CH3:27][O:28][C:29]1[CH:34]=[CH:33][CH:32]=[C:31]([O:35][CH3:36])[C:30]=1[OH:37].B(O)O. The catalyst is O1CCOCC1.CC(N(C)C)=O. The product is [CH3:36][O:35][C:31]1[CH:32]=[C:33]([C:6]2[N:5]([C:7]3[CH:12]=[CH:11][N:10]=[C:9]([N:13]4[CH2:18][CH2:17][O:16][CH2:15][CH2:14]4)[N:8]=3)[CH:4]=[N:3][CH:2]=2)[CH:34]=[C:29]([O:28][CH3:27])[C:30]=1[OH:37]. The yield is 0.960. (3) The reactants are [CH:1]1([C:7]2[NH:11][C:10](=[O:12])[C:9]3([CH2:17][CH2:16][N:15]([S:18]([CH:21]=[CH2:22])(=[O:20])=[O:19])[CH2:14][CH2:13]3)[N:8]=2)[CH2:6][CH2:5][CH2:4][CH2:3][CH2:2]1.Br[C:24]1[C:29]([CH3:30])=[CH:28][C:27]([NH:31][C:32](=[O:34])[CH3:33])=[CH:26][C:25]=1[CH3:35].C1(C)C=CC=CC=1P(C1C=CC=CC=1C)C1C=CC=CC=1C.C(N(CC)CC)C.N#N. The catalyst is C([O-])(=O)C.[Pd+2].C([O-])(=O)C.O.CC(N(C)C)=O. The product is [CH:1]1([C:7]2[NH:11][C:10](=[O:12])[C:9]3([CH2:17][CH2:16][N:15]([S:18](/[CH:21]=[CH:22]/[C:24]4[C:29]([CH3:30])=[CH:28][C:27]([NH:31][C:32](=[O:34])[CH3:33])=[CH:26][C:25]=4[CH3:35])(=[O:20])=[O:19])[CH2:14][CH2:13]3)[N:8]=2)[CH2:2][CH2:3][CH2:4][CH2:5][CH2:6]1. The yield is 0.410. (4) The reactants are [CH2:1]([O:3][C:4]([C:6]1[CH:7]=[N:8][CH:9]=[C:10](B(O)O)[CH:11]=1)=[O:5])[CH3:2].Br[C:16]1[CH:17]=[C:18]2[C:24](I)=[N:23][N:22]([CH2:26][O:27][CH2:28][CH2:29][Si:30]([CH3:33])([CH3:32])[CH3:31])[C:19]2=[N:20][CH:21]=1.C(=O)([O-])[O-].[Na+].[Na+].[C:40]([O:43][CH2:44][CH3:45])(=O)C. The catalyst is O. The product is [CH2:1]([O:3][C:4](=[O:5])[C:6]1[CH:11]=[C:10]([C:16]2[CH:17]=[C:18]3[C:24]([C:10]4[CH:11]=[CH:6][CH:4]=[CH:45][C:44]=4[O:43][CH3:40])=[N:23][N:22]([CH2:26][O:27][CH2:28][CH2:29][Si:30]([CH3:33])([CH3:32])[CH3:31])[C:19]3=[N:20][CH:21]=2)[CH:9]=[N:8][CH:7]=1)[CH3:2]. The yield is 0.610. (5) The reactants are [CH3:1][C:2]1[N:7]=[C:6]2[S:8][C:9]([NH:11]C(=O)OCC)=[N:10][C:5]2=[N:4][CH:3]=1.[OH-].[Na+].Cl. No catalyst specified. The product is [CH3:1][C:2]1[N:7]=[C:6]2[S:8][C:9]([NH2:11])=[N:10][C:5]2=[N:4][CH:3]=1. The yield is 0.506.